Task: Predict the reaction yield, written as a fraction of the theoretical maximum amount of product (1.0 means a 100% yield; for example, 0.34 means a 34% yield).. Dataset: Reaction yield outcomes from USPTO patents with 853,638 reactions The reactants are [C:1](Cl)(=[O:6])[CH2:2][C:3](Cl)=[O:4].[CH3:8][C:9]([C:12]1[CH:17]=[CH:16][C:15]([CH2:18][NH:19][C:20]([NH:22][CH2:23][C:24]2[CH:29]=[CH:28][C:27]([C:30]([CH3:33])([CH3:32])[CH3:31])=[CH:26][CH:25]=2)=[O:21])=[CH:14][CH:13]=1)([CH3:11])[CH3:10]. The catalyst is ClCCl. The product is [CH3:33][C:30]([C:27]1[CH:28]=[CH:29][C:24]([CH2:23][N:22]2[C:3](=[O:4])[CH2:2][C:1](=[O:6])[N:19]([CH2:18][C:15]3[CH:14]=[CH:13][C:12]([C:9]([CH3:11])([CH3:10])[CH3:8])=[CH:17][CH:16]=3)[C:20]2=[O:21])=[CH:25][CH:26]=1)([CH3:31])[CH3:32]. The yield is 0.840.